Dataset: Reaction yield outcomes from USPTO patents with 853,638 reactions. Task: Predict the reaction yield, written as a fraction of the theoretical maximum amount of product (1.0 means a 100% yield; for example, 0.34 means a 34% yield). (1) The reactants are C1C=CC(P(C2C=CC=CC=2)C2C=CC=CC=2)=CC=1.II.[CH2:22]([O:29][N:30]1[C:36](=[O:37])[N:35]2[CH2:38][C@H:31]1[CH2:32][CH2:33][C@H:34]2[C:39]([NH:41][NH:42][C:43](=O)[CH2:44][CH2:45][CH2:46][NH:47][C:48](=[O:54])[O:49][C:50]([CH3:53])([CH3:52])[CH3:51])=[O:40])[C:23]1[CH:28]=[CH:27][CH:26]=[CH:25][CH:24]=1. The catalyst is C(Cl)Cl. The product is [CH2:22]([O:29][N:30]1[C:36](=[O:37])[N:35]2[CH2:38][C@H:31]1[CH2:32][CH2:33][C@H:34]2[C:39]1[O:40][C:43]([CH2:44][CH2:45][CH2:46][NH:47][C:48](=[O:54])[O:49][C:50]([CH3:52])([CH3:53])[CH3:51])=[N:42][N:41]=1)[C:23]1[CH:28]=[CH:27][CH:26]=[CH:25][CH:24]=1. The yield is 0.860. (2) The reactants are C[Si]([N-][Si](C)(C)C)(C)C.[Na+].[Si:11]([O:18][CH2:19][CH:20]([C:22]1[CH:23]=[C:24]([C:29]2[N:34]=[C:33]([CH3:35])[N:32]=[C:31]([NH2:36])[N:30]=2)[C:25](F)=[N:26][CH:27]=1)[CH3:21])([C:14]([CH3:17])([CH3:16])[CH3:15])([CH3:13])[CH3:12].[F:37][C:38]1[CH:39]=[C:40]([NH2:46])[CH:41]=[N:42][C:43]=1[O:44][CH3:45]. The catalyst is C1COCC1. The product is [Si:11]([O:18][CH2:19][CH:20]([C:22]1[CH:23]=[C:24]([C:29]2[N:34]=[C:33]([CH3:35])[N:32]=[C:31]([NH2:36])[N:30]=2)[C:25]([NH:46][C:40]2[CH:41]=[N:42][C:43]([O:44][CH3:45])=[C:38]([F:37])[CH:39]=2)=[N:26][CH:27]=1)[CH3:21])([C:14]([CH3:15])([CH3:16])[CH3:17])([CH3:13])[CH3:12]. The yield is 0.910.